Regression. Given a peptide amino acid sequence and an MHC pseudo amino acid sequence, predict their binding affinity value. This is MHC class I binding data. From a dataset of Peptide-MHC class I binding affinity with 185,985 pairs from IEDB/IMGT. The peptide sequence is KSINKVYGK. The MHC is HLA-A03:01 with pseudo-sequence HLA-A03:01. The binding affinity (normalized) is 0.583.